Dataset: Full USPTO retrosynthesis dataset with 1.9M reactions from patents (1976-2016). Task: Predict the reactants needed to synthesize the given product. (1) Given the product [CH2:1]([O:3][C:4](=[O:17])[CH:5]([C:6]1[CH:11]=[CH:10][C:9]([O:12][CH3:13])=[CH:8][C:7]=1[O:14][CH3:15])[N:16]=[CH:18][C:19]1[CH:24]=[CH:23][CH:22]=[CH:21][CH:20]=1)[CH3:2], predict the reactants needed to synthesize it. The reactants are: [CH2:1]([O:3][C:4](=[O:17])[CH:5]([NH2:16])[C:6]1[CH:11]=[CH:10][C:9]([O:12][CH3:13])=[CH:8][C:7]=1[O:14][CH3:15])[CH3:2].[CH:18](=O)[C:19]1[CH:24]=[CH:23][CH:22]=[CH:21][CH:20]=1.S([O-])([O-])(=O)=O.[Mg+2]. (2) Given the product [OH:19][CH2:18][CH2:17][CH2:16][C:15]1[N:11]([CH2:10][C:9]2[C:2]([C:26]3[CH:31]=[CH:30][CH:29]=[CH:28][CH:27]=3)=[CH:3][C:4]([C:5]#[N:6])=[CH:7][CH:8]=2)[CH:12]=[N:13][CH:14]=1, predict the reactants needed to synthesize it. The reactants are: Br[C:2]1[CH:3]=[C:4]([CH:7]=[CH:8][C:9]=1[CH2:10][N:11]1[C:15]([CH2:16][CH2:17][CH2:18][OH:19])=[CH:14][N:13]=[CH:12]1)[C:5]#[N:6].N1C=CN=C1.[Br-].[C:26]1(B(O)O)[CH:31]=[CH:30][CH:29]=[CH:28][CH:27]=1.C([O-])([O-])=O.[Na+].[Na+]. (3) Given the product [N+:1]([O:4][CH2:5][CH2:6][CH2:7][CH2:8][O:9][C:10]1[CH:18]=[CH:17][CH:16]=[CH:15][C:11]=1[C:12]([O:14][C:35]1[CH:36]=[CH:37][C:38]([C:41]2[S:45][S:44][C:43](=[S:46])[CH:42]=2)=[CH:39][CH:40]=1)=[O:13])([O-:3])=[O:2], predict the reactants needed to synthesize it. The reactants are: [N+:1]([O:4][CH2:5][CH2:6][CH2:7][CH2:8][O:9][C:10]1[CH:18]=[CH:17][CH:16]=[CH:15][C:11]=1[C:12]([OH:14])=[O:13])([O-:3])=[O:2].C1CCC(N=C=NC2CCCCC2)CC1.O[C:35]1[CH:40]=[CH:39][C:38]([C:41]2[S:45][S:44][C:43](=[S:46])[CH:42]=2)=[CH:37][CH:36]=1. (4) Given the product [CH2:10]([O:9][N:5]1[CH2:6][CH2:7][CH2:8][C@@H:3]([NH:2][S:30]([C:27]2[CH:28]=[CH:29][C:24]([O:23][C:22]3[CH:34]=[CH:35][C:19]([Cl:18])=[CH:20][CH:21]=3)=[CH:25][CH:26]=2)(=[O:31])=[O:32])[C:4]1=[O:17])[C:11]1[CH:16]=[CH:15][CH:14]=[CH:13][CH:12]=1, predict the reactants needed to synthesize it. The reactants are: Br.[NH2:2][C@@H:3]1[CH2:8][CH2:7][CH2:6][N:5]([O:9][CH2:10][C:11]2[CH:16]=[CH:15][CH:14]=[CH:13][CH:12]=2)[C:4]1=[O:17].[Cl:18][C:19]1[CH:35]=[CH:34][C:22]([O:23][C:24]2[CH:29]=[CH:28][C:27]([S:30](Cl)(=[O:32])=[O:31])=[CH:26][CH:25]=2)=[CH:21][CH:20]=1. (5) Given the product [Cl:1][C:2]1[CH:10]=[CH:9][C:8]2[N:7]([CH2:25][CH2:24][C:21]3[C:20]([NH:29][CH3:28])=[N:19][CH:18]=[CH:23][CH:22]=3)[C:6]3[CH2:11][CH2:12][N:13]([CH3:15])[CH2:14][C:5]=3[C:4]=2[CH:3]=1, predict the reactants needed to synthesize it. The reactants are: [Cl:1][C:2]1[CH:10]=[CH:9][C:8]2[NH:7][C:6]3[CH2:11][CH2:12][N:13]([CH3:15])[CH2:14][C:5]=3[C:4]=2[CH:3]=1.CN[C:18]1[CH:23]=[CH:22][C:21]([CH:24]=[CH2:25])=[CH:20][N:19]=1.[OH-].[K+].[CH3:28][N:29]1C(=O)CCC1. (6) Given the product [ClH:2].[F:15][C:16]([F:25])([F:24])[C:3]1[CH:4]=[C:5]([CH2:10][CH2:11][C@H:12]([NH2:14])[CH3:13])[CH:6]=[CH:7][CH:8]=1, predict the reactants needed to synthesize it. The reactants are: Cl.[Cl:2][C:3]1[CH:4]=[C:5]([CH2:10][CH2:11][C@H:12]([NH2:14])[CH3:13])[CH:6]=[CH:7][C:8]=1Cl.[F:15][C:16]([F:25])([F:24])C1C=CC=CC=1O. (7) The reactants are: [N-:1]=[N+]=[N-].[Na+].[C:5]1([C:11]2(C(O)=O)[CH2:13][CH2:12]2)[CH:10]=[CH:9][CH:8]=[CH:7][CH:6]=1. Given the product [C:5]1([C:11]2([NH2:1])[CH2:13][CH2:12]2)[CH:10]=[CH:9][CH:8]=[CH:7][CH:6]=1, predict the reactants needed to synthesize it.